This data is from Peptide-MHC class I binding affinity with 185,985 pairs from IEDB/IMGT. The task is: Regression. Given a peptide amino acid sequence and an MHC pseudo amino acid sequence, predict their binding affinity value. This is MHC class I binding data. The peptide sequence is HMVVKSALL. The MHC is HLA-A30:02 with pseudo-sequence HLA-A30:02. The binding affinity (normalized) is 0.366.